Regression. Given a target protein amino acid sequence and a drug SMILES string, predict the binding affinity score between them. We predict pKi (pKi = -log10(Ki in M); higher means stronger inhibition). Dataset: bindingdb_ki. From a dataset of Drug-target binding data from BindingDB using Ki measurements. The compound is CC(C)=CCC/C(C)=C/CC/C(C)=C/CSCC(=O)[O-]. The target protein (P32584) has sequence MHQDFQEDEHEYPDIRRNPLHEVTMTSYILGILLGIFVGLFPQIRFKNFNLFIIALSLFHFLEYYITAKYNPLKVHSESFLLNNGKSYMAAHSFAILECLVESFLFPDLKIFSYSLATKLCTVLGCLLVILGQYTRTIAMHTAGHSFSHIVKTKKESDHVLVKTGVYSWSRHPSYLGFFWWAIGTQLLLLNPLSLVIFIFVLWKFFSDRIRVEEKYLIEFFSAEYIEYKNKVGVGIPFI. The pKi is 5.3.